From a dataset of Reaction yield outcomes from USPTO patents with 853,638 reactions. Predict the reaction yield, written as a fraction of the theoretical maximum amount of product (1.0 means a 100% yield; for example, 0.34 means a 34% yield). (1) The reactants are [OH:1][C:2]1([C:19]2[CH:20]=[CH:21][C:22]3[N:26]=[C:25]([CH2:27][C:28]([O:30][CH2:31][CH2:32][CH2:33]Cl)=[O:29])[NH:24][C:23]=3[CH:35]=2)[C:10]2[C:5](=[CH:6][CH:7]=[CH:8][CH:9]=2)[C:4](=[O:11])[N:3]1[CH2:12][C:13]1[CH:18]=[CH:17][CH:16]=[CH:15][CH:14]=1.[CH3:36][N:37]1[CH2:42][CH2:41][NH:40][CH2:39][CH2:38]1. The catalyst is C(#N)C. The product is [OH:1][C:2]1([C:19]2[CH:20]=[CH:21][C:22]3[N:26]=[C:25]([CH2:27][C:28]([O:30][CH2:31][CH2:32][CH2:33][N:40]4[CH2:41][CH2:42][N:37]([CH3:36])[CH2:38][CH2:39]4)=[O:29])[NH:24][C:23]=3[CH:35]=2)[C:10]2[C:5](=[CH:6][CH:7]=[CH:8][CH:9]=2)[C:4](=[O:11])[N:3]1[CH2:12][C:13]1[CH:18]=[CH:17][CH:16]=[CH:15][CH:14]=1. The yield is 0.430. (2) The reactants are [CH3:1][C:2]1[CH:7]=[CH:6][C:5]([NH:8][C:9]([O:11][CH2:12][C:13]2[CH:18]=[CH:17][CH:16]=[CH:15][CH:14]=2)=[O:10])=[CH:4][C:3]=1[CH:19]1[CH2:24][CH2:23][N:22](C(OC(C)(C)C)=O)[CH2:21][CH2:20]1.Cl. The catalyst is C(Cl)Cl. The product is [CH3:1][C:2]1[CH:7]=[CH:6][C:5]([NH:8][C:9]([O:11][CH2:12][C:13]2[CH:18]=[CH:17][CH:16]=[CH:15][CH:14]=2)=[O:10])=[CH:4][C:3]=1[CH:19]1[CH2:20][CH2:21][NH:22][CH2:23][CH2:24]1. The yield is 0.980. (3) The reactants are [CH2:1]([N:8]1[CH:13]([C:14]2[CH:19]=[CH:18][CH:17]=[CH:16][CH:15]=2)[CH2:12][C:11]([CH3:21])([CH3:20])[N:10]2[N:22]=[CH:23][C:24]([C:25](=[O:34])[CH2:26][C:27]3[CH:32]=[CH:31][C:30]([CH3:33])=[CH:29][CH:28]=3)=[C:9]12)[C:2]1[CH:7]=[CH:6][CH:5]=[CH:4][CH:3]=1.I[CH3:36].[H-].[Na+]. The catalyst is C1COCC1. The product is [CH2:1]([N:8]1[CH:13]([C:14]2[CH:19]=[CH:18][CH:17]=[CH:16][CH:15]=2)[CH2:12][C:11]([CH3:21])([CH3:20])[N:10]2[N:22]=[CH:23][C:24]([C:25](=[O:34])[CH:26]([C:27]3[CH:32]=[CH:31][C:30]([CH3:33])=[CH:29][CH:28]=3)[CH3:36])=[C:9]12)[C:2]1[CH:7]=[CH:6][CH:5]=[CH:4][CH:3]=1. The yield is 0.640. (4) The reactants are [NH:1]1[CH:5]=N[CH:3]=[N:2]1.[H-].[Na+].Cl[C:9]1[C:14]([I:15])=[CH:13][N:12]=[CH:11][N:10]=1.[CH2:16]1COCC1. The catalyst is C(Cl)Cl. The product is [I:15][C:14]1[C:9]([N:1]2[CH:5]=[CH:16][CH:3]=[N:2]2)=[N:10][CH:11]=[N:12][CH:13]=1. The yield is 0.200. (5) The reactants are [NH2:1][C:2]1([C:5]([O:7][CH3:8])=[O:6])[CH2:4][CH2:3]1.[C:9]([O-])([O-])=O.[Na+].[Na+].[C:15](Cl)([O:17][CH2:18][CH:19]1[C:31]2[C:26](=[CH:27][CH:28]=[CH:29][CH:30]=2)[C:25]2[C:20]1=[CH:21][CH:22]=[CH:23][CH:24]=2)=[O:16].O1[CH2:38][CH2:37]OCC1. The catalyst is O. The product is [CH:30]1[C:31]2[CH:19]([CH2:18][O:17][C:15]([NH:1][C:2]3([C:5]([O:7][CH3:8])=[O:6])[CH2:4][CH2:3][CH2:38][CH2:37][CH2:9]3)=[O:16])[C:20]3[C:25](=[CH:24][CH:23]=[CH:22][CH:21]=3)[C:26]=2[CH:27]=[CH:28][CH:29]=1. The yield is 0.880.